Dataset: Full USPTO retrosynthesis dataset with 1.9M reactions from patents (1976-2016). Task: Predict the reactants needed to synthesize the given product. (1) Given the product [CH2:20]([O:19][N:11]1[C:12]2[N:13]=[CH:14][N:15]=[C:16]([CH3:18])[C:17]=2[C:8]([NH:7][CH2:6][C:5]2[CH:4]=[CH:3][C:2]([N:1]([S:31]([CH3:30])(=[O:33])=[O:32])[S:31]([CH3:30])(=[O:33])=[O:32])=[CH:29][CH:28]=2)=[CH:9][C:10]1=[O:27])[C:21]1[CH:22]=[CH:23][CH:24]=[CH:25][CH:26]=1, predict the reactants needed to synthesize it. The reactants are: [NH2:1][C:2]1[CH:29]=[CH:28][C:5]([CH2:6][NH:7][C:8]2[C:17]3[C:16]([CH3:18])=[N:15][CH:14]=[N:13][C:12]=3[N:11]([O:19][CH2:20][C:21]3[CH:26]=[CH:25][CH:24]=[CH:23][CH:22]=3)[C:10](=[O:27])[CH:9]=2)=[CH:4][CH:3]=1.[CH3:30][S:31](Cl)(=[O:33])=[O:32].C(Cl)(Cl)Cl.C(=O)(O)[O-].[Na+]. (2) Given the product [C:10]([NH:9][C:5]1[C:4]([N+:1]([O-:3])=[O:2])=[CH:8][N:7]([CH2:14][C:15]([NH:17][C:18]2[CH:23]=[CH:22][CH:21]=[C:20]([F:24])[CH:19]=2)=[O:16])[N:6]=1)(=[O:12])[CH3:11], predict the reactants needed to synthesize it. The reactants are: [N+:1]([C:4]1[C:5]([NH:9][C:10](=[O:12])[CH3:11])=[N:6][NH:7][CH:8]=1)([O-:3])=[O:2].Cl[CH2:14][C:15]([NH:17][C:18]1[CH:23]=[CH:22][CH:21]=[C:20]([F:24])[CH:19]=1)=[O:16].C(=O)([O-])[O-].[K+].[K+]. (3) The reactants are: [CH:1]([C:4]1[N:8]=[C:7]([N:9]2[CH2:14][CH2:13][CH:12]([C@H:15]3[CH2:17][C@H:16]3[CH2:18][CH2:19][O:20][C:21]3[CH:26]=[CH:25][C:24]([CH2:27][C:28]([OH:30])=O)=[CH:23][CH:22]=3)[CH2:11][CH2:10]2)[O:6][N:5]=1)([CH3:3])[CH3:2].O.O[N:33]1[C:37]2C=CC=[CH:41][C:36]=2N=N1.Cl.C(/N=N/CCCN(C)C)C.N1CCC1. Given the product [N:33]1([C:28](=[O:30])[CH2:27][C:24]2[CH:25]=[CH:26][C:21]([O:20][CH2:19][CH2:18][C@@H:16]3[CH2:17][C@@H:15]3[CH:12]3[CH2:13][CH2:14][N:9]([C:7]4[O:6][N:5]=[C:4]([CH:1]([CH3:2])[CH3:3])[N:8]=4)[CH2:10][CH2:11]3)=[CH:22][CH:23]=2)[CH2:41][CH2:36][CH2:37]1, predict the reactants needed to synthesize it. (4) The reactants are: [CH3:1][O:2][C:3]([C:5]1[S:6][C:7]([C:18]#[C:19][C:20]([CH3:23])([CH3:22])[CH3:21])=[CH:8][C:9]=1[NH:10][CH:11]1[CH2:16][CH2:15][C:14](=[O:17])[CH2:13][CH2:12]1)=[O:4].N1C=CC=CC=1.[CH3:30][C:31]1[CH:39]=[C:38]([CH3:40])[CH:37]=[CH:36][C:32]=1[C:33](Cl)=[O:34]. Given the product [CH3:1][O:2][C:3]([C:5]1[S:6][C:7]([C:18]#[C:19][C:20]([CH3:23])([CH3:22])[CH3:21])=[CH:8][C:9]=1[N:10]([C:33](=[O:34])[C:32]1[CH:36]=[CH:37][C:38]([CH3:40])=[CH:39][C:31]=1[CH3:30])[CH:11]1[CH2:16][CH2:15][C:14](=[O:17])[CH2:13][CH2:12]1)=[O:4], predict the reactants needed to synthesize it.